From a dataset of Reaction yield outcomes from USPTO patents with 853,638 reactions. Predict the reaction yield, written as a fraction of the theoretical maximum amount of product (1.0 means a 100% yield; for example, 0.34 means a 34% yield). (1) The reactants are [OH:1][C@H:2]([CH2:21][N:22]1[CH2:26][CH2:25][CH2:24][CH2:23]1)[CH2:3][O:4][C:5]1[CH:6]=[CH:7][C:8]2[C:9]3[N:10]([CH2:18][CH2:19][N:20]=3)[C:11]([NH2:17])=[N:12][C:13]=2[C:14]=1[O:15][CH3:16].[C:27](O)(=[O:34])[C:28]1[CH:33]=[CH:32][CH:31]=[N:30][CH:29]=1.C1CN([P+](ON2N=NC3C=CC=CC2=3)(N2CCCC2)N2CCCC2)CC1.F[P-](F)(F)(F)(F)F.C(N(C(C)C)CC)(C)C. The catalyst is CN(C=O)C. The product is [OH:1][C@H:2]([CH2:21][N:22]1[CH2:26][CH2:25][CH2:24][CH2:23]1)[CH2:3][O:4][C:5]1[CH:6]=[CH:7][C:8]2[C:9]3[N:10]([CH2:18][CH2:19][N:20]=3)[C:11]([NH:17][C:27]([C:28]3[CH:29]=[N:30][CH:31]=[CH:32][CH:33]=3)=[O:34])=[N:12][C:13]=2[C:14]=1[O:15][CH3:16]. The yield is 0.500. (2) The reactants are [CH3:1][N:2]1[CH2:7][CH2:6][NH:5][CH2:4][CH2:3]1.[C:8]1(B(O)O)[C:17]2[C:12](=[CH:13][CH:14]=[CH:15][CH:16]=2)[CH:11]=[CH:10][CH:9]=1.O.[C:22]([OH:26])(=[O:25])[CH:23]=O.CCOC(C)=O. The catalyst is CC#N. The product is [CH3:1][N:2]1[CH2:7][CH2:6][N:5]([CH:23]([C:8]2[C:17]3[C:12](=[CH:13][CH:14]=[CH:15][CH:16]=3)[CH:11]=[CH:10][CH:9]=2)[C:22]([OH:26])=[O:25])[CH2:4][CH2:3]1. The yield is 0.960. (3) The yield is 0.344. The product is [CH3:50][C:45]1[CH:46]=[CH:47][C:48]([O:1][CH2:2][CH2:3][CH2:4][N:5]2[C:14]3[C:9](=[C:10]([CH2:15][CH:16]4[S:20][C:19](=[O:21])[NH:18][C:17]4=[O:41])[CH:11]=[CH:12][CH:13]=3)[CH2:8][CH2:7][C:6]2=[O:42])=[CH:43][CH:44]=1. The reactants are [OH:1][CH2:2][CH2:3][CH2:4][N:5]1[C:14]2[C:9](=[C:10]([CH2:15][CH:16]3[S:20][C:19](=[O:21])[N:18](C(C4C=CC=CC=4)(C4C=CC=CC=4)C4C=CC=CC=4)[C:17]3=[O:41])[CH:11]=[CH:12][CH:13]=2)[CH2:8][CH2:7][C:6]1=[O:42].[CH:43]1[C:48](O)=[CH:47][CH:46]=[C:45]([CH3:50])[CH:44]=1.C1(P(C2C=CC=CC=2)C2C=CC=CC=2)C=CC=CC=1.CCOC(N=NC(OCC)=O)=O. The catalyst is C(OCC)(=O)C.C1COCC1. (4) The reactants are N#N.Br[C:4]1[C:12]2[O:11][C:10]([C:13]([CH3:16])([CH3:15])[CH3:14])=[CH:9][C:8]=2[CH:7]=[CH:6][CH:5]=1.[Li]CCCC.CON(C)[C:25]([C@@H:27]1[CH2:32][CH2:31][CH2:30][N:29]([C:33]([O:35][C:36]([CH3:39])([CH3:38])[CH3:37])=[O:34])[CH2:28]1)=[O:26]. The catalyst is C1COCC1. The product is [C:13]([C:10]1[O:11][C:12]2[C:4]([C:25]([C@@H:27]3[CH2:32][CH2:31][CH2:30][N:29]([C:33]([O:35][C:36]([CH3:39])([CH3:38])[CH3:37])=[O:34])[CH2:28]3)=[O:26])=[CH:5][CH:6]=[CH:7][C:8]=2[CH:9]=1)([CH3:16])([CH3:15])[CH3:14]. The yield is 0.540. (5) The reactants are [Br:1][C:2]1[CH:9]=[CH:8][C:5]([CH2:6]Br)=[CH:4][CH:3]=1.C(N(CC)CC)C.[NH:17]1[CH2:22][CH2:21][S:20][CH2:19][CH2:18]1. The catalyst is C1COCC1. The product is [Br:1][C:2]1[CH:9]=[CH:8][C:5]([CH2:6][N:17]2[CH2:22][CH2:21][S:20][CH2:19][CH2:18]2)=[CH:4][CH:3]=1. The yield is 1.00. (6) The reactants are [Cl:1][C:2]1[CH:6]=[N:5][N:4]([CH3:7])[C:3]=1[C:8]1[CH:9]=[C:10]([NH:16][C:17]([NH:19][C:20]2[CH:25]=[CH:24][C:23]([F:26])=[CH:22][C:21]=2[F:27])=[O:18])[CH:11]=[CH:12][C:13]=1[O:14]C.[Cl-].[Al+3].[Cl-].[Cl-].C(OCC)(=O)C. The catalyst is ClCCCl. The product is [Cl:1][C:2]1[CH:6]=[N:5][N:4]([CH3:7])[C:3]=1[C:8]1[CH:9]=[C:10]([NH:16][C:17]([NH:19][C:20]2[CH:25]=[CH:24][C:23]([F:26])=[CH:22][C:21]=2[F:27])=[O:18])[CH:11]=[CH:12][C:13]=1[OH:14]. The yield is 0.750.